Predict the reaction yield, written as a fraction of the theoretical maximum amount of product (1.0 means a 100% yield; for example, 0.34 means a 34% yield). From a dataset of Reaction yield outcomes from USPTO patents with 853,638 reactions. (1) The reactants are C[O:2][C:3]([C@H:5]1[CH2:9][C@@H:8]([NH:10][C:11]([O:13][C:14]([CH3:17])([CH3:16])[CH3:15])=[O:12])[C@@H:7]([OH:18])[CH2:6]1)=[O:4].N1C=CN=C1.[CH3:24][C:25]([Si:28](Cl)([CH3:30])[CH3:29])([CH3:27])[CH3:26].Cl. The catalyst is C(Cl)Cl.CN(C1C=CN=CC=1)C.C(O)(C)C.[OH-].[Na+].C(Cl)(Cl)Cl. The product is [C:11]([NH:10][C@@H:8]1[CH2:9][C@H:5]([C:3]([OH:2])=[O:4])[CH2:6][C@@H:7]1[O:18][Si:28]([C:25]([CH3:27])([CH3:26])[CH3:24])([CH3:30])[CH3:29])([O:13][C:14]([CH3:17])([CH3:16])[CH3:15])=[O:12]. The yield is 0.871. (2) The reactants are Cl.C(OC([N:9]1[CH2:12][CH:11]([C:13]2[CH:18]=[C:17]([Cl:19])[C:16]([C:20]3[S:21][C:22]4[C:23]([NH:29][C:30]5[CH:35]=[C:34]([CH3:36])[N:33]=[CH:32][N:31]=5)=[N:24][CH:25]=[CH:26][C:27]=4[N:28]=3)=[C:15]([Cl:37])[CH:14]=2)[CH2:10]1)=O)(C)(C)C. No catalyst specified. The product is [NH:9]1[CH2:10][CH:11]([C:13]2[CH:18]=[C:17]([Cl:19])[C:16]([C:20]3[S:21][C:22]4[C:23]([NH:29][C:30]5[CH:35]=[C:34]([CH3:36])[N:33]=[CH:32][N:31]=5)=[N:24][CH:25]=[CH:26][C:27]=4[N:28]=3)=[C:15]([Cl:37])[CH:14]=2)[CH2:12]1. The yield is 0.400. (3) The reactants are [F:1][C:2]([F:23])([F:22])[C:3]1[CH:4]=[C:5]([NH:9][C:10]2[O:14][C:13]([C:15]3[CH:20]=[CH:19][C:18]([OH:21])=[CH:17][CH:16]=3)=[N:12][N:11]=2)[CH:6]=[CH:7][CH:8]=1.C[Si]([N-][Si](C)(C)C)(C)C.[K+].Cl[C:35]1[N:40]=[C:39]([NH2:41])[N:38]=[C:37]([NH2:42])[CH:36]=1.C([O-])([O-])=O.[K+].[K+]. The catalyst is CN(C=O)C.CO. The product is [F:23][C:2]([F:22])([F:1])[C:3]1[CH:4]=[C:5]([NH:9][C:10]2[O:14][C:13]([C:15]3[CH:20]=[CH:19][C:18]([O:21][C:35]4[N:40]=[C:39]([NH2:41])[N:38]=[C:37]([NH2:42])[CH:36]=4)=[CH:17][CH:16]=3)=[N:12][N:11]=2)[CH:6]=[CH:7][CH:8]=1. The yield is 0.377. (4) The reactants are [F:1][C:2]([F:7])([F:6])[C:3]([OH:5])=[O:4].[C:8]1([C:14]2[CH:19]=[C:18]([CH:20]3[CH2:25][CH2:24][NH:23][CH2:22][CH2:21]3)[CH:17]=[CH:16][C:15]=2[NH:26][C:27]([C:29]2[NH:30][CH:31]=[C:32]([C:34]#[N:35])[N:33]=2)=[O:28])[CH2:13][CH2:12][CH2:11][CH2:10][CH:9]=1.[N:36]1[CH:41]=[CH:40][CH:39]=[CH:38][C:37]=1[CH:42]=O.CCN(CC)CC.C(O[BH-](OC(=O)C)OC(=O)C)(=O)C.[Na+]. The catalyst is ClCCCl. The product is [F:1][C:2]([F:7])([F:6])[C:3]([OH:5])=[O:4].[C:8]1([C:14]2[CH:19]=[C:18]([CH:20]3[CH2:21][CH2:22][N:23]([CH2:42][C:37]4[CH:38]=[CH:39][CH:40]=[CH:41][N:36]=4)[CH2:24][CH2:25]3)[CH:17]=[CH:16][C:15]=2[NH:26][C:27]([C:29]2[NH:30][CH:31]=[C:32]([C:34]#[N:35])[N:33]=2)=[O:28])[CH2:13][CH2:12][CH2:11][CH2:10][CH:9]=1. The yield is 0.780. (5) The reactants are Br[C:2]1[CH:3]=[C:4]2[C:8](=[CH:9][C:10]=1[CH3:11])[NH:7][CH:6]=[C:5]2[CH:12]=[O:13].CC1(C)COB([C:21]2[CH:26]=[CH:25][C:24]([C:27]3([CH2:30][OH:31])[CH2:29][CH2:28]3)=[CH:23][CH:22]=2)OC1.C(=O)([O-])[O-].[K+].[K+]. The catalyst is C1(C)C=CC=CC=1.CCO.O.C1C=CC(P(C2C=CC=CC=2)[C-]2C=CC=C2)=CC=1.C1C=CC(P(C2C=CC=CC=2)[C-]2C=CC=C2)=CC=1.Cl[Pd]Cl.[Fe+2]. The product is [OH:31][CH2:30][C:27]1([C:24]2[CH:25]=[CH:26][C:21]([C:2]3[CH:3]=[C:4]4[C:8](=[CH:9][C:10]=3[CH3:11])[NH:7][CH:6]=[C:5]4[CH:12]=[O:13])=[CH:22][CH:23]=2)[CH2:29][CH2:28]1. The yield is 0.740. (6) The reactants are [NH2:1][C@H:2]([C:5]1[CH:10]=[CH:9][CH:8]=[C:7]([C:11]([F:14])([F:13])[F:12])[CH:6]=1)[CH2:3]O.C([O-])([O-])=O.[K+].[K+].[S:21](Cl)([C:24]1[CH:30]=[CH:29][C:27]([CH3:28])=[CH:26][CH:25]=1)(=[O:23])=[O:22]. The catalyst is ClCCCl. The product is [S:21]([N@@:1]1[CH2:3][CH:2]1[C:5]1[CH:10]=[CH:9][CH:8]=[C:7]([C:11]([F:14])([F:13])[F:12])[CH:6]=1)([C:24]1[CH:30]=[CH:29][C:27]([CH3:28])=[CH:26][CH:25]=1)(=[O:23])=[O:22]. The yield is 0.940. (7) The reactants are Cl[C:2]1[CH:7]=[C:6]([NH:8][C:9]2[NH:10][N:11]=[C:12]([CH3:14])[CH:13]=2)[N:5]=[C:4]([S:15][C:16]2[CH:21]=[CH:20][C:19]([NH:22][C:23]([CH:25]3[CH2:27][CH2:26]3)=[O:24])=[CH:18][CH:17]=2)[N:3]=1.[CH3:28][N:29]1[CH2:34][CH2:33][NH:32][CH2:31][CH2:30]1. No catalyst specified. The product is [CH3:28][N:29]1[CH2:34][CH2:33][N:32]([C:2]2[CH:7]=[C:6]([NH:8][C:9]3[NH:10][N:11]=[C:12]([CH3:14])[CH:13]=3)[N:5]=[C:4]([S:15][C:16]3[CH:21]=[CH:20][C:19]([NH:22][C:23]([CH:25]4[CH2:27][CH2:26]4)=[O:24])=[CH:18][CH:17]=3)[N:3]=2)[CH2:31][CH2:30]1. The yield is 0.660. (8) The reactants are [OH:1][C:2]1[CH:11]=[C:10]2[C:5]([CH:6]=[CH:7][C:8](=[O:12])[O:9]2)=[CH:4][CH:3]=1.[BH4-].[Li+].[Cl-].[NH4+].Cl. The catalyst is C1COCC1.CO. The product is [OH:12][CH2:8][CH2:7][CH2:6][C:5]1[CH:4]=[CH:3][C:2]([OH:1])=[CH:11][C:10]=1[OH:9]. The yield is 0.420. (9) The reactants are Br[C:2]1[CH:3]=[C:4]2[C:8](=[CH:9][C:10]=1[Cl:11])[NH:7][CH:6]=[C:5]2[CH:12]=[O:13].[CH3:14][O:15][C:16]1[CH:17]=[C:18](B(O)O)[CH:19]=[CH:20][CH:21]=1.C(=O)([O-])[O-].[K+].[K+]. The catalyst is O1CCOCC1.CN(C=O)C.O. The product is [Cl:11][C:10]1[CH:9]=[C:8]2[C:4]([C:5]([CH:12]=[O:13])=[CH:6][NH:7]2)=[CH:3][C:2]=1[C:20]1[CH:19]=[CH:18][CH:17]=[C:16]([O:15][CH3:14])[CH:21]=1. The yield is 0.470. (10) The reactants are [S:1]1[CH:5]=[CH:4][CH:3]=[C:2]1[C:6](Cl)=[O:7].[NH2:9][C:10]1[CH:27]=[CH:26][C:13]([C:14]([C:16]2[CH:24]=[C:23]3[C:19]([CH2:20][C:21](=[O:25])[NH:22]3)=[CH:18][CH:17]=2)=[O:15])=[CH:12][CH:11]=1. The catalyst is C1COCC1. The product is [O:25]=[C:21]1[CH2:20][C:19]2[C:23](=[CH:24][C:16]([C:14]([C:13]3[CH:12]=[CH:11][C:10]([NH:9][C:6]([C:2]4[S:1][CH:5]=[CH:4][CH:3]=4)=[O:7])=[CH:27][CH:26]=3)=[O:15])=[CH:17][CH:18]=2)[NH:22]1. The yield is 0.640.